Dataset: Full USPTO retrosynthesis dataset with 1.9M reactions from patents (1976-2016). Task: Predict the reactants needed to synthesize the given product. (1) Given the product [CH3:13][O:14][C:15]1[CH:32]=[CH:31][C:30]2[C@@H:29]3[C@H:20]([C:21]4[C@@:25]([CH2:27][CH2:28]3)([CH3:26])[C:24]([O:33][Si:35]([CH3:38])([CH3:37])[CH3:36])=[CH:23][CH:22]=4)[CH2:19][CH2:18][C:17]=2[CH:16]=1, predict the reactants needed to synthesize it. The reactants are: C(NC(C)C)(C)C.C([Li])CCC.[CH3:13][O:14][C:15]1[CH:32]=[CH:31][C:30]2[C@@H:29]3[C@H:20]([C:21]4[C@@:25]([CH2:27][CH2:28]3)([CH3:26])[C:24](=[O:33])[CH2:23][CH:22]=4)[CH2:19][CH2:18][C:17]=2[CH:16]=1.Cl[Si:35]([CH3:38])([CH3:37])[CH3:36].[Cl-].[NH4+]. (2) Given the product [Br:52][C:53]1[CH:58]=[CH:57][CH:56]=[CH:55][C:54]=1[S:59][CH:29]1[CH2:30][CH2:31][N:35]([C:16](=[O:18])[CH2:15][C:14]([NH:13][C:10]2[CH:11]=[N:12][C:7]([C:1]3[CH:2]=[CH:3][CH:4]=[CH:5][CH:6]=3)=[CH:8][CH:9]=2)=[O:19])[CH2:33][CH2:34]1, predict the reactants needed to synthesize it. The reactants are: [C:1]1([C:7]2[N:12]=[CH:11][C:10]([NH:13][C:14](=[O:19])[CH2:15][C:16]([OH:18])=O)=[CH:9][CH:8]=2)[CH:6]=[CH:5][CH:4]=[CH:3][CH:2]=1.CCN(C(C)C)C(C)C.[CH:29]1[CH:30]=[CH:31]C2N(O)N=[N:35][C:33]=2[CH:34]=1.CCN=C=NCCCN(C)C.Cl.Cl.[Br:52][C:53]1[CH:58]=[CH:57][CH:56]=[CH:55][C:54]=1[S:59]NC1CCNCC1. (3) Given the product [C:15]([O:10][C:7]1[CH:6]=[CH:5][C:4]([CH2:3][C@@H:2]([C:11]([OH:13])=[O:12])[NH:1][C:15]([O:17][CH2:18][CH:19]=[CH2:20])=[O:16])=[CH:9][CH:8]=1)([O:17][CH2:18][CH:19]=[CH2:20])=[O:16], predict the reactants needed to synthesize it. The reactants are: [NH2:1][C@H:2]([C:11]([OH:13])=[O:12])[CH2:3][C:4]1[CH:9]=[CH:8][C:7]([OH:10])=[CH:6][CH:5]=1.Cl[C:15]([O:17][CH2:18][CH:19]=[CH2:20])=[O:16]. (4) Given the product [CH3:1][O:2][C:3](=[O:14])[C:4]1[C:9]([N+:10]([O-:12])=[O:11])=[CH:8][CH:7]=[CH:6][C:5]=1[CH2:13][Br:15], predict the reactants needed to synthesize it. The reactants are: [CH3:1][O:2][C:3](=[O:14])[C:4]1[C:9]([N+:10]([O-:12])=[O:11])=[CH:8][CH:7]=[CH:6][C:5]=1[CH3:13].[Br:15]N1C(C)(C)C(=O)N(Br)C1=O.N(C(C)(C)C#N)=NC(C)(C)C#N.CCCCCCC. (5) Given the product [Br:8][C:5]1[CH:6]=[CH:7][C:2]([O:11][CH2:12][CH2:13][N:14]2[CH2:18][CH2:17][CH2:16][CH2:15]2)=[N:3][CH:4]=1, predict the reactants needed to synthesize it. The reactants are: Br[C:2]1[CH:7]=[CH:6][C:5]([Br:8])=[CH:4][N:3]=1.[OH-].[K+].[OH:11][CH2:12][CH2:13][N:14]1[CH2:18][CH2:17][CH2:16][CH2:15]1.C1OCCOCCOCCOCCOCCOC1. (6) Given the product [CH2:1]([N:3]1[CH2:8][C:7]([CH3:9])([CH3:10])[O:6][C:5](=[O:11])[CH:4]1[CH2:12][C:13]([NH:55][CH2:54][C:53]1[CH:56]=[CH:57][C:50]([CH3:49])=[CH:51][CH:52]=1)=[O:15])[CH3:2], predict the reactants needed to synthesize it. The reactants are: [CH2:1]([N:3]1[CH2:8][C:7]([CH3:10])([CH3:9])[O:6][C:5](=[O:11])[CH:4]1[CH2:12][C:13]([OH:15])=O)[CH3:2].C(N(C(C)C)CC)(C)C.CN(C(ON1N=NC2C=CC=NC1=2)=[N+](C)C)C.F[P-](F)(F)(F)(F)F.[CH3:49][C:50]1[CH:57]=[CH:56][C:53]([CH2:54][NH2:55])=[CH:52][CH:51]=1. (7) Given the product [Br:9][C:10]1[CH:18]=[CH:17][C:13]([C:14]2[O:8][C:7]3[C:2]([N:1]=2)=[N:3][CH:4]=[CH:5][CH:6]=3)=[CH:12][CH:11]=1, predict the reactants needed to synthesize it. The reactants are: [NH2:1][C:2]1[C:7]([OH:8])=[CH:6][CH:5]=[CH:4][N:3]=1.[Br:9][C:10]1[CH:18]=[CH:17][C:13]([C:14](O)=O)=[CH:12][CH:11]=1. (8) Given the product [O:1]1[CH2:5][CH2:4][O:3][CH:2]1[C:6]1[CH:7]=[C:8]2[C:12](=[CH:13][CH:14]=1)[N:11]([CH2:15][O:16][CH2:17][CH2:18][Si:19]([CH3:22])([CH3:21])[CH3:20])[N:10]=[C:9]2[O:31][CH2:30][CH2:29][N:24]1[CH:28]=[CH:27][CH:26]=[N:25]1, predict the reactants needed to synthesize it. The reactants are: [O:1]1[CH2:5][CH2:4][O:3][CH:2]1[C:6]1[CH:7]=[C:8]2[C:12](=[CH:13][CH:14]=1)[N:11]([CH2:15][O:16][CH2:17][CH2:18][Si:19]([CH3:22])([CH3:21])[CH3:20])[N:10]=[C:9]2I.[N:24]1([CH2:29][CH2:30][OH:31])[CH:28]=[CH:27][CH:26]=[N:25]1. (9) Given the product [N:9]1[C:8]2[NH:12][CH:13]=[CH:14][C:7]=2[C:6]([OH:23])=[N:11][CH:10]=1, predict the reactants needed to synthesize it. The reactants are: N1C=C([C:6]2[C:7]3[CH:14]=[CH:13][N:12](COCC[Si](C)(C)C)[C:8]=3[N:9]=[CH:10][N:11]=2)C=N1.[O-:23]CC.[Na+].C(O)C.C(OC(=O)C(C#N)CC(OCC)OCC)C. (10) Given the product [CH3:1][C:2]1[C:3]([N:9]2[CH2:14][CH2:13][N:12]([C:15]([C:17]3[CH:22]=[CH:21][C:20]([NH:28][C:26](=[O:27])[N:25]([CH3:29])[CH3:24])=[CH:19][CH:18]=3)=[O:16])[CH2:11][CH2:10]2)=[N:4][CH:5]=[C:6]([CH3:8])[CH:7]=1, predict the reactants needed to synthesize it. The reactants are: [CH3:1][C:2]1[C:3]([N:9]2[CH2:14][CH2:13][N:12]([C:15]([C:17]3[CH:22]=[CH:21][C:20](I)=[CH:19][CH:18]=3)=[O:16])[CH2:11][CH2:10]2)=[N:4][CH:5]=[C:6]([CH3:8])[CH:7]=1.[CH3:24][N:25]([CH3:29])[C:26]([NH2:28])=[O:27].